Dataset: Full USPTO retrosynthesis dataset with 1.9M reactions from patents (1976-2016). Task: Predict the reactants needed to synthesize the given product. (1) Given the product [N+:1]([C:4]1[CH:9]=[CH:8][CH:7]=[CH:6][C:5]=1[S:10]([N:13]1[CH2:14][CH2:15][N:16]([C:21](=[O:32])[CH2:22][N:23]2[CH:31]=[C:29]([CH3:30])[C:27](=[O:28])[NH:26][C:24]2=[O:25])[CH2:17][C:18]1=[O:19])(=[O:11])=[O:12])([O-:3])=[O:2], predict the reactants needed to synthesize it. The reactants are: [N+:1]([C:4]1[CH:9]=[CH:8][CH:7]=[CH:6][C:5]=1[S:10]([NH:13][CH2:14][CH2:15][N:16]([C:21](=[O:32])[CH2:22][N:23]1[CH:31]=[C:29]([CH3:30])[C:27](=[O:28])[NH:26][C:24]1=[O:25])[CH2:17][C:18](O)=[O:19])(=[O:12])=[O:11])([O-:3])=[O:2].CN1CCOCC1.O. (2) Given the product [Cl:1][C:2]1[C:3]([O:12][C:13]2[CH:18]=[C:17]([O:19][CH2:20][C:21]([OH:24])([CH3:22])[CH3:23])[CH:16]=[CH:15][C:14]=2/[CH:25]=[CH:26]/[C:27]([OH:29])=[O:28])=[N:4][CH:5]=[C:6]([C:8]([F:9])([F:11])[F:10])[CH:7]=1, predict the reactants needed to synthesize it. The reactants are: [Cl:1][C:2]1[C:3]([O:12][C:13]2[CH:18]=[C:17]([O:19][CH2:20][C:21]([OH:24])([CH3:23])[CH3:22])[CH:16]=[CH:15][C:14]=2/[CH:25]=[CH:26]/[C:27]([O:29]CC)=[O:28])=[N:4][CH:5]=[C:6]([C:8]([F:11])([F:10])[F:9])[CH:7]=1.[OH-].[Na+].Cl. (3) Given the product [CH3:35][O:34][C:33](=[O:36])[NH:25][C@H:22]1[CH2:21][CH2:20][C@H:19]([CH2:18][CH2:17][N:14]2[CH2:15][CH2:16][CH:11]([C:10]3[C:5]4[O:4][CH2:3][O:2][C:6]=4[CH:7]=[CH:8][CH:9]=3)[CH2:12][CH2:13]2)[CH2:24][CH2:23]1, predict the reactants needed to synthesize it. The reactants are: Cl.[O:2]1[C:6]2[CH:7]=[CH:8][CH:9]=[C:10]([CH:11]3[CH2:16][CH2:15][N:14]([CH2:17][CH2:18][C@H:19]4[CH2:24][CH2:23][C@H:22]([NH2:25])[CH2:21][CH2:20]4)[CH2:13][CH2:12]3)[C:5]=2[O:4][CH2:3]1.C(N(CC)CC)C.[C:33](Cl)(=[O:36])[O:34][CH3:35]. (4) Given the product [F:20][C:21]1[C:26]([F:27])=[CH:25][CH:24]=[CH:23][C:22]=1[C:28]1[N:33]=[C:32]([CH:45]2[CH2:44][CH2:9][N:8]([C:9]([NH:8][C:7]3[O:6][N:5]=[C:4]([CH3:17])[C:3]=3[CH2:1][CH3:2])=[O:16])[CH2:7][CH2:3]2)[CH:31]=[CH:30][N:29]=1, predict the reactants needed to synthesize it. The reactants are: [CH2:1]([C:3]1[C:4]([CH3:17])=[N:5][O:6][C:7]=1[NH:8][C:9](=[O:16])OCC(Cl)(Cl)Cl)[CH3:2].Cl.Cl.[F:20][C:21]1[C:26]([F:27])=[CH:25][CH:24]=[CH:23][C:22]=1[C:28]1[N:33]=[C:32](N2CCNCC2)[CH:31]=[CH:30][N:29]=1.C(O[CH2:44][CH3:45])(=O)C.